Dataset: Reaction yield outcomes from USPTO patents with 853,638 reactions. Task: Predict the reaction yield, written as a fraction of the theoretical maximum amount of product (1.0 means a 100% yield; for example, 0.34 means a 34% yield). (1) The reactants are [Br:1][C:2]1[CH:28]=[CH:27][C:5]([C:6]([NH:8][NH:9][C:10](=[O:26])[C@H:11]([NH:15][C:16]2[CH:21]=[CH:20][C:19]([C:22]#[N:23])=[C:18]([Cl:24])[C:17]=2[CH3:25])[C@@H:12]([OH:14])[CH3:13])=[O:7])=[CH:4][CH:3]=1.N1C=CN=C1.[CH3:34][C:35]([Si:38](Cl)([CH3:40])[CH3:39])([CH3:37])[CH3:36]. The catalyst is CN(C=O)C. The product is [Br:1][C:2]1[CH:3]=[CH:4][C:5]([C:6]([NH:8][NH:9][C:10](=[O:26])[C@H:11]([NH:15][C:16]2[CH:21]=[CH:20][C:19]([C:22]#[N:23])=[C:18]([Cl:24])[C:17]=2[CH3:25])[C@@H:12]([O:14][Si:38]([C:35]([CH3:37])([CH3:36])[CH3:34])([CH3:40])[CH3:39])[CH3:13])=[O:7])=[CH:27][CH:28]=1. The yield is 0.940. (2) The reactants are [Cl:1][C:2]1[CH:3]=[C:4]([C:8]2[N:13]=[C:12]([O:14][C:15]3[CH:20]=[CH:19][C:18]([CH2:21][C:22]([O:24]C)=O)=[CH:17][CH:16]=3)[CH:11]=[C:10]([CH2:26][CH3:27])[N:9]=2)[CH:5]=[CH:6][CH:7]=1.[NH3:28]. The catalyst is CO. The product is [Cl:1][C:2]1[CH:3]=[C:4]([C:8]2[N:13]=[C:12]([O:14][C:15]3[CH:20]=[CH:19][C:18]([CH2:21][C:22]([NH2:28])=[O:24])=[CH:17][CH:16]=3)[CH:11]=[C:10]([CH2:26][CH3:27])[N:9]=2)[CH:5]=[CH:6][CH:7]=1. The yield is 0.640. (3) The reactants are [C:1]([O:5][C:6](=[O:13])[NH:7][C:8]([CH3:12])([CH3:11])[CH2:9][OH:10])([CH3:4])([CH3:3])[CH3:2].C(N(CC)CC)C.O. The catalyst is CS(C)=O. The product is [C:1]([O:5][C:6](=[O:13])[NH:7][C:8]([CH3:12])([CH3:11])[CH:9]=[O:10])([CH3:4])([CH3:2])[CH3:3]. The yield is 0.710. (4) The reactants are [NH2:1][C:2]1[N:7]=[C:6]([O:8][C:9]2[CH:18]=[CH:17][C:12]([C:13]([NH:15][NH2:16])=O)=[CH:11][CH:10]=2)[CH:5]=[C:4]([NH2:19])[N:3]=1.I.CS[C:23](=[NH:36])[NH:24][C:25]1[CH:30]=[CH:29][C:28]([Cl:31])=[C:27]([C:32]([F:35])([F:34])[F:33])[CH:26]=1. The catalyst is N1C=CC=CC=1. The product is [Cl:31][C:28]1[CH:29]=[CH:30][C:25]([NH:24][C:23]2[NH:36][C:13]([C:12]3[CH:17]=[CH:18][C:9]([O:8][C:6]4[N:7]=[C:2]([NH2:1])[N:3]=[C:4]([NH2:19])[CH:5]=4)=[CH:10][CH:11]=3)=[N:15][N:16]=2)=[CH:26][C:27]=1[C:32]([F:33])([F:34])[F:35]. The yield is 0.505. (5) The reactants are [CH3:1][O:2][C:3]([NH:5][C@@H:6]1[CH:14]2[C:15](=[O:22])[CH2:16][C@H:17]([C:19]([OH:21])=[O:20])[CH2:18][N:12]3[C:13]2=[C:9]([CH:10]=[CH:11]3)[C:8](=[O:23])[CH2:7]1)=[O:4].CN(C(ON1N=NC2C=CC=NC1=2)=[N+](C)C)C.F[P-](F)(F)(F)(F)F.CCN(C(C)C)C(C)C.[Br:57][C:58]1[CH:63]=[CH:62][C:61]([C:64](=[O:68])[CH2:65]NBr)=[CH:60][CH:59]=1.Cl. The catalyst is CN(C=O)C. The product is [Br:57][C:58]1[CH:63]=[CH:62][C:61]([C:64](=[O:68])[CH2:65][O:20][C:19]([C@@H:17]2[CH2:18][N:12]3[C:13]4[CH:14]([C@@H:6]([NH:5][C:3]([O:2][CH3:1])=[O:4])[CH2:7][C:8](=[O:23])[C:9]=4[CH:10]=[CH:11]3)[C:15](=[O:22])[CH2:16]2)=[O:21])=[CH:60][CH:59]=1. The yield is 0.350. (6) The reactants are C[N:2]([CH:4]=[C:5]1[CH2:9][CH2:8][CH2:7][C:6]1=[O:10])[CH3:3].C(N)[C:12]1[CH:17]=[CH:16][CH:15]=[CH:14][CH:13]=1. No catalyst specified. The product is [CH2:3]([NH:2][CH:4]=[C:5]1[CH2:9][CH2:8][CH2:7][C:6]1=[O:10])[C:12]1[CH:17]=[CH:16][CH:15]=[CH:14][CH:13]=1. The yield is 0.700.